This data is from Full USPTO retrosynthesis dataset with 1.9M reactions from patents (1976-2016). The task is: Predict the reactants needed to synthesize the given product. (1) Given the product [F:37][C:27]1[CH:28]=[C:29]([C:33]([OH:36])([CH3:35])[CH3:34])[CH:30]=[C:31]([F:32])[C:26]=1[C:20]1[S:19][C:18]([NH:17][C:2]2[CH:3]=[CH:4][CH:5]=[C:6]([CH2:8][N:9]3[CH2:14][CH2:13][P:12]([CH3:15])(=[O:16])[CH2:11][CH2:10]3)[N:7]=2)=[C:22]([C:23]([NH2:25])=[O:24])[CH:21]=1, predict the reactants needed to synthesize it. The reactants are: Br[C:2]1[N:7]=[C:6]([CH2:8][N:9]2[CH2:14][CH2:13][P:12](=[O:16])([CH3:15])[CH2:11][CH2:10]2)[CH:5]=[CH:4][CH:3]=1.[NH2:17][C:18]1[S:19][C:20]([C:26]2[C:31]([F:32])=[CH:30][C:29]([C:33]([OH:36])([CH3:35])[CH3:34])=[CH:28][C:27]=2[F:37])=[CH:21][C:22]=1[C:23]([NH2:25])=[O:24]. (2) Given the product [C:1]([C:5]1[CH:10]=[CH:9][C:8]([CH2:11][C:12]([NH:14][C@@H:15]([C:28]2[N:29]=[N:30][N:31]([C:33]([CH3:37])([CH3:36])[CH2:34][F:59])[CH:32]=2)[C:16]2[CH:21]=[CH:20][C:19]([O:22][CH2:23][C:24]([F:27])([F:25])[F:26])=[CH:18][N:17]=2)=[O:13])=[CH:7][CH:6]=1)([CH3:2])([CH3:4])[CH3:3], predict the reactants needed to synthesize it. The reactants are: [C:1]([C:5]1[CH:10]=[CH:9][C:8]([CH2:11][C:12]([NH:14][C@@H:15]([C:28]2[N:29]=[N:30][N:31]([C:33]([CH3:37])([CH3:36])[CH2:34]O)[CH:32]=2)[C:16]2[CH:21]=[CH:20][C:19]([O:22][CH2:23][C:24]([F:27])([F:26])[F:25])=[CH:18][N:17]=2)=[O:13])=[CH:7][CH:6]=1)([CH3:4])([CH3:3])[CH3:2].CCN(C(C)C)C(C)C.F.F.F.C(N(CC)C(C)C)(C)C.[F:59]C(F)(S(F)(=O)=O)C(F)(F)C(F)(F)C(F)(F)F. (3) Given the product [ClH:25].[CH2:1]([O:3][C:4]1[CH:9]=[C:8]([CH3:10])[N:7]=[C:6]([N:11]2[CH2:12][CH2:13][NH:14][CH2:15][CH2:16]2)[CH:5]=1)[CH3:2], predict the reactants needed to synthesize it. The reactants are: [CH2:1]([O:3][C:4]1[CH:9]=[C:8]([CH3:10])[N:7]=[C:6]([N:11]2[CH2:16][CH2:15][N:14](C(OC(C)(C)C)=O)[CH2:13][CH2:12]2)[CH:5]=1)[CH3:2].C(Cl)[Cl:25]. (4) Given the product [C:1]([O:5][C:6]([N:8]1[CH2:13][CH2:12][CH:11]([NH:14][C:22]2[CH:21]=[C:20]([Cl:25])[N:19]=[C:18]([Cl:17])[N:23]=2)[CH2:10][CH2:9]1)=[O:7])([CH3:4])([CH3:2])[CH3:3], predict the reactants needed to synthesize it. The reactants are: [C:1]([O:5][C:6]([N:8]1[CH2:13][CH2:12][CH:11]([NH2:14])[CH2:10][CH2:9]1)=[O:7])([CH3:4])([CH3:3])[CH3:2].[H-].[Na+].[Cl:17][C:18]1[N:23]=[C:22](Cl)[CH:21]=[C:20]([Cl:25])[N:19]=1. (5) Given the product [F:1][C:2]1[CH:3]=[CH:4][C:5]([C:8]([C:10]2[N:14]([CH3:15])[CH:13]=[N:12][CH:11]=2)=[O:9])=[CH:6][CH:7]=1, predict the reactants needed to synthesize it. The reactants are: [F:1][C:2]1[CH:7]=[CH:6][C:5]([CH:8]([C:10]2[N:14]([CH3:15])[CH:13]=[N:12][CH:11]=2)[OH:9])=[CH:4][CH:3]=1.CN1C(C(C2C=CC=CN=2)O)=CN=C1. (6) Given the product [CH3:1][O:2][C:3]1[CH:4]=[CH:5][C:6]([C@@H:9]2[CH2:14][C@H:10]2[C:11]([OH:13])=[O:12])=[CH:7][CH:8]=1, predict the reactants needed to synthesize it. The reactants are: [CH3:1][O:2][C:3]1[CH:8]=[CH:7][C:6](/[CH:9]=[CH:10]/[C:11]([OH:13])=[O:12])=[CH:5][CH:4]=1.[C:14]1(C)C=CC([C@@H]2C[C@H]2C(O)=O)=CC=1.